From a dataset of Catalyst prediction with 721,799 reactions and 888 catalyst types from USPTO. Predict which catalyst facilitates the given reaction. (1) Reactant: Cl[C:2]1[CH:7]=[CH:6][C:5]([N+:8]([O-:10])=[O:9])=[CH:4][N:3]=1.[C:11]([C:15]1[CH:20]=[CH:19][C:18]([OH:21])=[CH:17][CH:16]=1)([CH3:14])([CH3:13])[CH3:12].C([O-])([O-])=O.[K+].[K+]. Product: [C:11]([C:15]1[CH:16]=[CH:17][C:18]([O:21][C:2]2[CH:7]=[CH:6][C:5]([N+:8]([O-:10])=[O:9])=[CH:4][N:3]=2)=[CH:19][CH:20]=1)([CH3:14])([CH3:12])[CH3:13]. The catalyst class is: 3. (2) Reactant: [Br:1][C:2]1[CH:7]=[CH:6][C:5]([N:8]2[C:17]3[C:12](=[CH:13][C:14]([S:18](Cl)(=[O:20])=[O:19])=[CH:15][CH:16]=3)[N:11]=[CH:10][C:9]2=[O:22])=[C:4]([O:23][CH3:24])[CH:3]=1.ClCCl.[N:28]1[CH:33]=[CH:32][CH:31]=[N:30][C:29]=1[NH2:34]. Product: [Br:1][C:2]1[CH:7]=[CH:6][C:5]([N:8]2[C:17]3[C:12](=[CH:13][C:14]([S:18]([NH:34][C:29]4[N:30]=[CH:31][CH:32]=[CH:33][N:28]=4)(=[O:20])=[O:19])=[CH:15][CH:16]=3)[N:11]=[CH:10][C:9]2=[O:22])=[C:4]([O:23][CH3:24])[CH:3]=1. The catalyst class is: 17. (3) Reactant: [CH:1]1[C:10]2[C:5](=[CH:6][C:7]([C:11]3[O:15][N:14]=[C:13]([NH2:16])[CH:12]=3)=[CH:8][CH:9]=2)[CH:4]=[CH:3][N:2]=1.[Li+].C[Si]([N-][Si](C)(C)C)(C)C.N1([C:36]([O:38][CH2:39][CH:40]=[CH2:41])=[O:37])C2C=CC=CC=2N=N1. Product: [CH:1]1[C:10]2[C:5](=[CH:6][C:7]([C:11]3[O:15][N:14]=[C:13]([NH:16][C:36](=[O:37])[O:38][CH2:39][CH:40]=[CH2:41])[CH:12]=3)=[CH:8][CH:9]=2)[CH:4]=[CH:3][N:2]=1. The catalyst class is: 3. (4) Reactant: Cl[C:2]1[CH:7]=[C:6]([C:8]2[CH:13]=[CH:12][CH:11]=[CH:10][C:9]=2[F:14])[N:5]=[CH:4][N:3]=1.[CH2:15]([OH:20])[C:16]#[C:17][CH2:18][OH:19].[H-].[Na+].O. Product: [F:14][C:9]1[CH:10]=[CH:11][CH:12]=[CH:13][C:8]=1[C:6]1[CH:7]=[C:2]([O:19][CH2:18][C:17]#[C:16][CH2:15][OH:20])[N:3]=[CH:4][N:5]=1. The catalyst class is: 9. (5) Reactant: [CH3:1][S:2](Cl)(=[O:4])=[O:3].N1C=CC=CC=1.[C:12]([O:16][C:17]([N:19]1[CH2:24][CH2:23][N:22]([C:25]2[CH:30]=[CH:29][C:28]([NH:31][C:32]([NH:34][C:35]3[CH:40]=[C:39]([Cl:41])[CH:38]=[CH:37][C:36]=3[NH2:42])=[O:33])=[CH:27][CH:26]=2)[CH2:21][CH2:20]1)=[O:18])([CH3:15])([CH3:14])[CH3:13].C(OC(C)C)(C)C. Product: [C:12]([O:16][C:17]([N:19]1[CH2:24][CH2:23][N:22]([C:25]2[CH:26]=[CH:27][C:28]([NH:31][C:32]([NH:34][C:35]3[CH:40]=[C:39]([Cl:41])[CH:38]=[CH:37][C:36]=3[NH:42][S:2]([CH3:1])(=[O:4])=[O:3])=[O:33])=[CH:29][CH:30]=2)[CH2:21][CH2:20]1)=[O:18])([CH3:15])([CH3:13])[CH3:14]. The catalyst class is: 6. (6) Reactant: C([Cl:4])(=O)C.[CH:5]1[CH:6]=[CH:7][C:8]([CH2:11][NH:12][C:13]([CH2:15][C:16]2[CH:17]=[CH:18][C:19]([C:22]3[CH:23]=[CH:24][C:25]([O:28][CH2:29][CH2:30][N:31]4[CH2:36][CH2:35][O:34][CH2:33][CH2:32]4)=[CH:26][CH:27]=3)=[CH:20][N:21]=2)=[O:14])=[CH:9][CH:10]=1. Product: [ClH:4].[ClH:4].[ClH:4].[O:34]1[CH2:33][CH2:32][N:31]([CH2:30][CH2:29][O:28][C:25]2[CH:26]=[CH:27][C:22]([C:19]3[CH:18]=[CH:17][C:16]([CH2:15][C:13]([NH:12][CH2:11][C:8]4[CH:9]=[CH:10][CH:5]=[CH:6][CH:7]=4)=[O:14])=[N:21][CH:20]=3)=[CH:23][CH:24]=2)[CH2:36][CH2:35]1. The catalyst class is: 8. (7) Reactant: I[CH:2]1[CH2:5][N:4]([C:6]([O:8][C:9]([CH3:12])([CH3:11])[CH3:10])=[O:7])[CH2:3]1.C(=O)([O-])[O-].[Cs+].[Cs+].[C:19]([OH:22])(=[S:21])[CH3:20].CN(C)C=O. Product: [C:19]([S:21][CH:2]1[CH2:5][N:4]([C:6]([O:8][C:9]([CH3:12])([CH3:11])[CH3:10])=[O:7])[CH2:3]1)(=[O:22])[CH3:20]. The catalyst class is: 27.